From a dataset of Catalyst prediction with 721,799 reactions and 888 catalyst types from USPTO. Predict which catalyst facilitates the given reaction. Reactant: [Br:1][C:2]1[CH:10]=[CH:9][C:5]([C:6]([OH:8])=[O:7])=[C:4]([CH3:11])[CH:3]=1.[C:12](Cl)(=O)C. Product: [Br:1][C:2]1[CH:10]=[CH:9][C:5]([C:6]([O:8][CH3:12])=[O:7])=[C:4]([CH3:11])[CH:3]=1. The catalyst class is: 5.